From a dataset of Full USPTO retrosynthesis dataset with 1.9M reactions from patents (1976-2016). Predict the reactants needed to synthesize the given product. Given the product [NH2:1][C:2]1[N:7]=[CH:6][N:5]=[C:4]([NH:8][C:9]2[CH:14]=[CH:13][C:12]([CH2:15][C:16](=[O:17])[C:36]#[C:35][CH3:39])=[CH:11][CH:10]=2)[C:3]=1[C:22]1[CH:27]=[CH:26][C:25]([O:28][C:29]2[CH:30]=[CH:31][CH:32]=[CH:33][CH:34]=2)=[CH:24][CH:23]=1, predict the reactants needed to synthesize it. The reactants are: [NH2:1][C:2]1[N:7]=[CH:6][N:5]=[C:4]([NH:8][C:9]2[CH:14]=[CH:13][C:12]([CH2:15][C:16](N(OC)C)=[O:17])=[CH:11][CH:10]=2)[C:3]=1[C:22]1[CH:27]=[CH:26][C:25]([O:28][C:29]2[CH:34]=[CH:33][CH:32]=[CH:31][CH:30]=2)=[CH:24][CH:23]=1.[CH2:35]1[CH2:39]OC[CH2:36]1.C([Mg]Br)#CC.